Predict which catalyst facilitates the given reaction. From a dataset of Catalyst prediction with 721,799 reactions and 888 catalyst types from USPTO. (1) Reactant: [CH2:1]([S:3]([C:6]1[CH:7]=[C:8]2[C:12](=[CH:13][CH:14]=1)[NH:11][C:10](=[O:15])[CH2:9]2)(=[O:5])=[O:4])[CH3:2].[N:16]1([CH2:22][CH2:23][CH2:24][C:25]2[C:26]3[CH2:36][CH2:35][CH2:34][CH2:33][CH2:32][C:27]=3[NH:28][C:29]=2[CH:30]=O)[CH2:21][CH2:20][O:19][CH2:18][CH2:17]1.N1CCCCC1. Product: [CH2:1]([S:3]([C:6]1[CH:7]=[C:8]2[C:12](=[CH:13][CH:14]=1)[NH:11][C:10](=[O:15])/[C:9]/2=[CH:30]\[C:29]1[NH:28][C:27]2[CH2:32][CH2:33][CH2:34][CH2:35][CH2:36][C:26]=2[C:25]=1[CH2:24][CH2:23][CH2:22][N:16]1[CH2:17][CH2:18][O:19][CH2:20][CH2:21]1)(=[O:4])=[O:5])[CH3:2]. The catalyst class is: 8. (2) Reactant: [Br:1][CH2:2][CH2:3][O:4][C:5]1[CH:10]=[CH:9][C:8]([OH:11])=[CH:7][CH:6]=1.Cl[C:13]1[S:14][C:15]2[CH:21]=[CH:20][CH:19]=[CH:18][C:16]=2[N:17]=1.C([O-])([O-])=O.[Cs+].[Cs+]. Product: [Br:1][CH2:2][CH2:3][O:4][C:5]1[CH:10]=[CH:9][C:8]([O:11][C:13]2[S:14][C:15]3[CH:21]=[CH:20][CH:19]=[CH:18][C:16]=3[N:17]=2)=[CH:7][CH:6]=1. The catalyst class is: 23. (3) Reactant: [Cl-].[Cl-].[Cl-].[Al+3].[N-:5]=[N+:6]=[N-:7].[Na+].[F:9][CH:10]([F:22])[O:11][C:12]1[CH:17]=[CH:16][CH:15]=[C:14](N=C=O)[C:13]=1[CH3:21].N([O-])=O.[Na+].Cl.[CH3:28][N:29](C)[CH:30]=[O:31]. Product: [CH3:21][C:13]1[C:12]([O:11][CH:10]([F:9])[F:22])=[CH:17][CH:16]=[CH:15][C:14]=1[N:5]1[C:30](=[O:31])[N:29]([CH3:28])[N:7]=[N:6]1. The catalyst class is: 6. (4) Reactant: C(OC([NH:11][C@@H:12]([CH2:48][CH2:49][CH2:50][CH2:51][NH:52][C:53]([O:55][C:56]([CH3:59])([CH3:58])[CH3:57])=[O:54])[C:13]([N:15]([CH3:47])[C@H:16]1[C:33]2[CH:34]=[C:29]([C:30]([O:35][CH3:36])=[CH:31][CH:32]=2)[C:28]2=[CH:37][C:24](=[CH:25][CH:26]=[C:27]2[O:38][CH3:39])[CH2:23][C@@H:22]([C:40]([O:42][CH3:43])=[O:41])[NH:21][C:20](=[O:44])[C@H:19]([CH3:45])[NH:18][C:17]1=[O:46])=[O:14])=O)C1C=CC=CC=1.C1CC=CCC=1. Product: [NH2:11][C@@H:12]([CH2:48][CH2:49][CH2:50][CH2:51][NH:52][C:53]([O:55][C:56]([CH3:57])([CH3:59])[CH3:58])=[O:54])[C:13]([N:15]([CH3:47])[C@H:16]1[C:33]2[CH:34]=[C:29]([C:30]([O:35][CH3:36])=[CH:31][CH:32]=2)[C:28]2=[CH:37][C:24](=[CH:25][CH:26]=[C:27]2[O:38][CH3:39])[CH2:23][C@@H:22]([C:40]([O:42][CH3:43])=[O:41])[NH:21][C:20](=[O:44])[C@H:19]([CH3:45])[NH:18][C:17]1=[O:46])=[O:14]. The catalyst class is: 29. (5) Reactant: C(O[BH-](OC(=O)C)OC(=O)C)(=O)C.[Na+].[CH2:15]([O:17][C:18]([C@@H:20]1[CH2:22][C@H:21]1[C:23]1[CH:28]=[CH:27][C:26]([NH2:29])=[CH:25][CH:24]=1)=[O:19])[CH3:16].[O:30]([C:37]1[CH:38]=[C:39]([CH:42]=[CH:43][CH:44]=1)[CH:40]=O)[C:31]1[CH:36]=[CH:35][CH:34]=[CH:33][CH:32]=1. Product: [CH2:15]([O:17][C:18]([C@@H:20]1[CH2:22][C@H:21]1[C:23]1[CH:24]=[CH:25][C:26]([NH:29][CH2:40][C:39]2[CH:42]=[CH:43][CH:44]=[C:37]([O:30][C:31]3[CH:36]=[CH:35][CH:34]=[CH:33][CH:32]=3)[CH:38]=2)=[CH:27][CH:28]=1)=[O:19])[CH3:16]. The catalyst class is: 68.